From a dataset of Full USPTO retrosynthesis dataset with 1.9M reactions from patents (1976-2016). Predict the reactants needed to synthesize the given product. (1) Given the product [F:18][C:15]([F:16])([F:17])[C:13]1[CH:14]=[C:9]([OH:8])[CH:10]=[N:11][CH:12]=1, predict the reactants needed to synthesize it. The reactants are: C([O:8][C:9]1[CH:10]=[N:11][CH:12]=[C:13]([C:15]([F:18])([F:17])[F:16])[CH:14]=1)C1C=CC=CC=1. (2) Given the product [CH2:1]([O:3][C:4](=[O:22])[CH:5]([N:7]1[C:12]2[CH:13]=[C:14]([N+:18]([O-:20])=[O:19])[C:15]([F:17])=[CH:16][C:11]=2[O:10][CH2:9][C:8]1=[S:32])[CH3:6])[CH3:2], predict the reactants needed to synthesize it. The reactants are: [CH2:1]([O:3][C:4](=[O:22])[CH:5]([N:7]1[C:12]2[CH:13]=[C:14]([N+:18]([O-:20])=[O:19])[C:15]([F:17])=[CH:16][C:11]=2[O:10][CH2:9][C:8]1=O)[CH3:6])[CH3:2].COC1C=CC(P2(SP(C3C=CC(OC)=CC=3)(=S)S2)=[S:32])=CC=1. (3) Given the product [Cl:23][C:15]1[CH:14]=[C:13]([CH:4]([CH2:5][CH:6]2[CH2:11][CH2:10][C:9](=[O:12])[CH2:8][CH2:7]2)[C:3]([OH:24])=[O:2])[CH:18]=[CH:17][C:16]=1[S:19]([CH3:22])(=[O:21])=[O:20], predict the reactants needed to synthesize it. The reactants are: C[O:2][C:3](=[O:24])[CH:4]([C:13]1[CH:18]=[CH:17][C:16]([S:19]([CH3:22])(=[O:21])=[O:20])=[C:15]([Cl:23])[CH:14]=1)[CH2:5][CH:6]1[CH2:11][CH2:10][C:9](=[O:12])[CH2:8][CH2:7]1.[OH-].[Li+]. (4) Given the product [CH:1]1([CH2:4][O:5][C:6]2[CH:7]=[CH:8][C:9]3[O:13][C:12]([C:14]4[O:18][N:17]=[C:16]([O:19][CH2:20][C@@H:21]([NH:23][C:24]([NH:33][CH3:34])=[O:25])[CH3:22])[C:15]=4[CH3:31])=[N:11][C:10]=3[CH:32]=2)[CH2:3][CH2:2]1, predict the reactants needed to synthesize it. The reactants are: [CH:1]1([CH2:4][O:5][C:6]2[CH:7]=[CH:8][C:9]3[O:13][C:12]([C:14]4[O:18][N:17]=[C:16]([O:19][CH2:20][C@@H:21]([NH:23][C:24](=O)[O:25]C(C)(C)C)[CH3:22])[C:15]=4[CH3:31])=[N:11][C:10]=3[CH:32]=2)[CH2:3][CH2:2]1.[N:33]1C=CC=C[CH:34]=1. (5) Given the product [C:25]([C:22]1[CH:23]=[CH:24][C:19]([N:15]2[C:14]([C:12]3[C:11]([CH3:27])=[C:10]([C:28]4[CH:33]=[CH:32][CH:31]=[C:30]([C:34]([F:37])([F:36])[F:35])[CH:29]=4)[C:9]4[N:8]([N:7]=[C:6]([NH:5][C:3](=[O:4])[CH2:2][N:39]5[CH2:44][CH2:43][S:42](=[O:46])(=[O:45])[CH2:41][CH2:40]5)[N:38]=4)[CH:13]=3)=[CH:18][CH:17]=[N:16]2)=[CH:20][CH:21]=1)#[N:26], predict the reactants needed to synthesize it. The reactants are: Cl[CH2:2][C:3]([NH:5][C:6]1[N:38]=[C:9]2[C:10]([C:28]3[CH:33]=[CH:32][CH:31]=[C:30]([C:34]([F:37])([F:36])[F:35])[CH:29]=3)=[C:11]([CH3:27])[C:12]([C:14]3[N:15]([C:19]4[CH:24]=[CH:23][C:22]([C:25]#[N:26])=[CH:21][CH:20]=4)[N:16]=[CH:17][CH:18]=3)=[CH:13][N:8]2[N:7]=1)=[O:4].[NH:39]1[CH2:44][CH2:43][S:42](=[O:46])(=[O:45])[CH2:41][CH2:40]1.